Predict the reactants needed to synthesize the given product. From a dataset of Full USPTO retrosynthesis dataset with 1.9M reactions from patents (1976-2016). (1) Given the product [CH:1]([N:4]([CH2:5][C:6]1[CH:11]=[C:10]([O:12][C:13]([F:15])([F:16])[F:14])[CH:9]=[CH:8][C:7]=1[O:17][CH3:18])[C:36]([C:28]1[N:27]=[N:26][N:25]([CH2:24][C:23]2[CH:22]=[C:21]([C:20]([F:46])([F:47])[F:19])[CH:41]=[C:40]([C:42]([F:44])([F:43])[F:45])[CH:39]=2)[C:29]=1[C:30]1[CH:31]=[CH:32][N:33]=[CH:34][CH:35]=1)=[O:37])([CH3:3])[CH3:2], predict the reactants needed to synthesize it. The reactants are: [CH:1]([NH:4][CH2:5][C:6]1[CH:11]=[C:10]([O:12][C:13]([F:16])([F:15])[F:14])[CH:9]=[CH:8][C:7]=1[O:17][CH3:18])([CH3:3])[CH3:2].[F:19][C:20]([F:47])([F:46])[C:21]1[CH:22]=[C:23]([CH:39]=[C:40]([C:42]([F:45])([F:44])[F:43])[CH:41]=1)[CH2:24][N:25]1[C:29]([C:30]2[CH:35]=[CH:34][N:33]=[CH:32][CH:31]=2)=[C:28]([C:36](O)=[O:37])[N:27]=[N:26]1.CCN=C=NCCCN(C)C.C1C=NC2N(O)N=NC=2C=1.CCN(C(C)C)C(C)C. (2) Given the product [C:16]([O:15][C:13]([N:20]1[CH2:25][CH2:24][N:23]([C:2]2[CH:7]=[CH:6][C:5]([C:8]3[O:9][CH:10]=[N:11][N:12]=3)=[CH:4][CH:3]=2)[CH2:22][CH2:21]1)=[O:14])([CH3:19])([CH3:17])[CH3:18], predict the reactants needed to synthesize it. The reactants are: Br[C:2]1[CH:7]=[CH:6][C:5]([C:8]2[O:9][CH:10]=[N:11][N:12]=2)=[CH:4][CH:3]=1.[C:13]([N:20]1[CH2:25][CH2:24][NH:23][CH2:22][CH2:21]1)([O:15][C:16]([CH3:19])([CH3:18])[CH3:17])=[O:14]. (3) The reactants are: C([BH-](C(CC)C)C(CC)C)(CC)C.[Na+].[C:15]([O:19][C:20](=[O:32])[NH:21][C@H:22]([CH2:30]I)[CH2:23][C:24]1[CH:29]=[CH:28][CH:27]=[CH:26][CH:25]=1)([CH3:18])([CH3:17])[CH3:16].O. Given the product [C:15]([O:19][C:20](=[O:32])[NH:21][C@H:22]([CH3:30])[CH2:23][C:24]1[CH:25]=[CH:26][CH:27]=[CH:28][CH:29]=1)([CH3:18])([CH3:16])[CH3:17], predict the reactants needed to synthesize it. (4) Given the product [CH2:27]([N:15]([C:3]1[C:2]([CH3:1])=[CH:11][C:10]2[C:9]([CH3:12])=[CH:8][CH2:7][C:6]([CH3:14])([CH3:13])[C:5]=2[CH:4]=1)[C:16]1[CH:17]=[CH:18][C:19]([C:20]([O:22][CH2:23][CH3:24])=[O:21])=[CH:25][CH:26]=1)[CH2:28][CH3:29], predict the reactants needed to synthesize it. The reactants are: [CH3:1][C:2]1[C:3]([NH:15][C:16]2[CH:26]=[CH:25][C:19]([C:20]([O:22][CH2:23][CH3:24])=[O:21])=[CH:18][CH:17]=2)=[CH:4][C:5]2[C:6]([CH3:14])([CH3:13])[CH2:7][CH:8]=[C:9]([CH3:12])[C:10]=2[CH:11]=1.[CH:27](=O)[CH2:28][CH3:29]. (5) Given the product [ClH:38].[N:29]1([CH2:28][CH2:27][O:26][C:25]2[CH:24]=[CH:23][C:22]([O:21][C:10]3[C:9]([C:4]4[CH:5]=[CH:6][C:7]([F:8])=[C:2]([F:1])[CH:3]=4)=[CH:18][CH:17]=[C:16]4[C:11]=3[CH:12]=[CH:13][C:14]([OH:19])=[CH:15]4)=[CH:37][CH:36]=2)[CH2:35][CH2:34][CH2:33][CH2:32][CH2:31][CH2:30]1, predict the reactants needed to synthesize it. The reactants are: [F:1][C:2]1[CH:3]=[C:4]([C:9]2[CH:18]=[CH:17][C:16]3[C:11](=[CH:12][CH:13]=[C:14]([O:19]C)[CH:15]=3)[C:10]=2[O:21][C:22]2[CH:37]=[CH:36][C:25]([O:26][CH2:27][CH2:28][N:29]3[CH2:35][CH2:34][CH2:33][CH2:32][CH2:31][CH2:30]3)=[CH:24][CH:23]=2)[CH:5]=[CH:6][C:7]=1[F:8].[ClH:38].C(OCC)C.B(Br)(Br)Br.